Dataset: Forward reaction prediction with 1.9M reactions from USPTO patents (1976-2016). Task: Predict the product of the given reaction. (1) The product is: [CH2:1]([NH:3][C:4](=[O:25])[O:5][C:6]1[C:7]([CH3:24])=[C:8]2[N:13]([CH:14]=1)[N:12]=[CH:11][N:10]=[C:9]2[O:15][C:16]1[CH:21]=[CH:20][C:19]([NH:22][C:37]([NH:36][C:34](=[O:35])[CH2:33][C:30]2[CH:31]=[CH:32][C:27]([F:26])=[CH:28][CH:29]=2)=[O:38])=[CH:18][C:17]=1[F:23])[CH3:2]. Given the reactants [CH2:1]([NH:3][C:4](=[O:25])[O:5][C:6]1[C:7]([CH3:24])=[C:8]2[N:13]([CH:14]=1)[N:12]=[CH:11][N:10]=[C:9]2[O:15][C:16]1[CH:21]=[CH:20][C:19]([NH2:22])=[CH:18][C:17]=1[F:23])[CH3:2].[F:26][C:27]1[CH:32]=[CH:31][C:30]([CH2:33][C:34]([N:36]=[C:37]=[O:38])=[O:35])=[CH:29][CH:28]=1, predict the reaction product. (2) Given the reactants [Cl:1][C:2]1[CH:3]=[C:4](B(O)O)[CH:5]=[CH:6][CH:7]=1.[O:11]=[S:12]1(=[O:29])[CH2:17][CH2:16][N:15]2[CH2:18][CH2:19][CH2:20][C@@H:21]([C:22]3[CH:27]=[CH:26][C:25]([OH:28])=[CH:24][CH:23]=3)[C:14]2=[N:13]1.C(N(CC)CC)C, predict the reaction product. The product is: [Cl:1][C:2]1[CH:3]=[C:4]([CH:5]=[CH:6][CH:7]=1)[O:28][C:25]1[CH:24]=[CH:23][C:22]([C@H:21]2[C:14]3=[N:13][S:12](=[O:29])(=[O:11])[CH2:17][CH2:16][N:15]3[CH2:18][CH2:19][CH2:20]2)=[CH:27][CH:26]=1. (3) Given the reactants [NH2:1][C:2]1[C:10]2[C:5](=[N:6][C:7]([C:12]3[CH:17]=[CH:16][C:15]([O:18][CH3:19])=[C:14]([O:20][CH3:21])[CH:13]=3)=[CH:8][C:9]=2[CH3:11])[S:4][C:3]=1[C:22]([NH2:24])=[O:23].[C:25](O[C:25](=O)[CH2:26][CH2:27][CH3:28])(=O)[CH2:26][CH2:27][CH3:28], predict the reaction product. The product is: [CH3:21][O:20][C:14]1[CH:13]=[C:12]([C:7]2[CH:8]=[C:9]([CH3:11])[C:10]3[C:2]4[N:1]=[C:25]([CH2:26][CH2:27][CH3:28])[NH:24][C:22](=[O:23])[C:3]=4[S:4][C:5]=3[N:6]=2)[CH:17]=[CH:16][C:15]=1[O:18][CH3:19]. (4) Given the reactants [F:1][C:2]1[CH:7]=[C:6]([O:8][CH2:9][CH2:10][C@@H:11]2[CH2:13][C@@H:12]2[CH:14]2[CH2:19][CH2:18][N:17]([C:20]3[O:24][N:23]=[C:22]([CH2:25][O:26][CH3:27])[N:21]=3)[CH2:16][CH2:15]2)[CH:5]=[C:4]([F:28])[C:3]=1[CH2:29][C:30]([OH:32])=O.[NH:33]1[CH2:36][CH2:35][CH2:34]1.C(N(CC)C(C)C)(C)C.CN(C(ON1N=NC2C=CC=NC1=2)=[N+](C)C)C.[F:63][P-](F)(F)(F)(F)F, predict the reaction product. The product is: [F:1][C:2]1[CH:7]=[C:6]([CH:5]=[C:4]([F:28])[C:3]=1[CH2:29][C:30]([N:33]1[CH2:36][CH:35]([F:63])[CH2:34]1)=[O:32])[O:8][CH2:9][CH2:10][C@@H:11]1[CH2:13][C@@H:12]1[CH:14]1[CH2:19][CH2:18][N:17]([C:20]2[O:24][N:23]=[C:22]([CH2:25][O:26][CH3:27])[N:21]=2)[CH2:16][CH2:15]1. (5) Given the reactants Cl[C:2]1[N:7]2[N:8]=[C:9]([NH2:11])[N:10]=[C:6]2[CH:5]=[C:4]([Cl:12])[CH:3]=1.C(=O)([O-])[O-].[Cs+].[Cs+].[NH:19]1[CH:23]=[CH:22][CH:21]=[N:20]1, predict the reaction product. The product is: [Cl:12][C:4]1[CH:3]=[C:2]([N:19]2[CH:23]=[CH:22][CH:21]=[N:20]2)[N:7]2[N:8]=[C:9]([NH2:11])[N:10]=[C:6]2[CH:5]=1.